From a dataset of Full USPTO retrosynthesis dataset with 1.9M reactions from patents (1976-2016). Predict the reactants needed to synthesize the given product. (1) Given the product [C:8]([O:12][C:13]([N:15]1[CH2:19][C@H:18]([F:20])[CH2:17][C@@H:16]1[CH:21]=[O:22])=[O:14])([CH3:11])([CH3:10])[CH3:9], predict the reactants needed to synthesize it. The reactants are: C(N(CC)CC)C.[C:8]([O:12][C:13]([N:15]1[CH2:19][C@H:18]([F:20])[CH2:17][C@@H:16]1[CH2:21][OH:22])=[O:14])([CH3:11])([CH3:10])[CH3:9]. (2) Given the product [NH:3]1[C:11]2[CH:10]=[CH:9][CH:8]=[C:7]([C:12]([OH:14])=[O:13])[C:6]=2[CH:5]=[N:4]1, predict the reactants needed to synthesize it. The reactants are: [OH-].[Na+].[NH:3]1[C:11]2[CH:10]=[CH:9][CH:8]=[C:7]([C:12]([O:14]C)=[O:13])[C:6]=2[CH:5]=[N:4]1. (3) Given the product [NH2:9][C:10]1[C:11]([C:30]([NH2:32])=[O:31])=[N:12][C:13]([CH:16]2[CH2:17][CH2:18][N:19]([C:22]3[N:23]=[C:24]([Cl:29])[N:25]=[C:26]([O:6][C@H:4]([CH3:5])[CH2:3][O:2][CH3:1])[N:27]=3)[CH2:20][CH2:21]2)=[CH:14][CH:15]=1, predict the reactants needed to synthesize it. The reactants are: [CH3:1][O:2][CH2:3][C@H:4]([OH:6])[CH3:5].[H-].[Na+].[NH2:9][C:10]1[C:11]([C:30]([NH2:32])=[O:31])=[N:12][C:13]([CH:16]2[CH2:21][CH2:20][N:19]([C:22]3[N:27]=[C:26](Cl)[N:25]=[C:24]([Cl:29])[N:23]=3)[CH2:18][CH2:17]2)=[CH:14][CH:15]=1. (4) Given the product [Cl:8][C:7]1[C:2]([I:12])=[N:3][CH:4]=[C:5]([N+:9]([O-:11])=[O:10])[CH:6]=1, predict the reactants needed to synthesize it. The reactants are: Cl[C:2]1[C:7]([Cl:8])=[CH:6][C:5]([N+:9]([O-:11])=[O:10])=[CH:4][N:3]=1.[I-:12].[K+].C(OCC)(=O)C. (5) Given the product [CH3:13][N:12]([CH3:14])[C:7]1[CH:6]=[CH:5][C:4]2[C:9](=[CH:10][CH:11]=[C:2](/[CH:22]=[CH:21]/[C:20]3[CH:19]=[C:18]([CH3:23])[N:17]([C:24]4[CH:29]=[CH:28][CH:27]=[CH:26][CH:25]=4)[C:16]=3[CH3:15])[CH:3]=2)[CH:8]=1, predict the reactants needed to synthesize it. The reactants are: Br[C:2]1[CH:3]=[C:4]2[C:9](=[CH:10][CH:11]=1)[CH:8]=[C:7]([N:12]([CH3:14])[CH3:13])[CH:6]=[CH:5]2.[CH3:15][C:16]1[N:17]([C:24]2[CH:29]=[CH:28][CH:27]=[CH:26][CH:25]=2)[C:18]([CH3:23])=[CH:19][C:20]=1[CH:21]=[CH2:22].C([O-])([O-])=O.[Na+].[Na+]. (6) Given the product [F:1][C:2]1[CH:7]=[C:6]([F:8])[CH:5]=[CH:4][C:3]=1[C:9]1[CH:14]=[C:13]([I:15])[C:12]([O:16][CH3:17])=[C:11]([C:18]([OH:20])=[O:19])[CH:10]=1, predict the reactants needed to synthesize it. The reactants are: [F:1][C:2]1[CH:7]=[C:6]([F:8])[CH:5]=[CH:4][C:3]=1[C:9]1[CH:14]=[C:13]([I:15])[C:12]([O:16][CH3:17])=[C:11]([C:18]([O:20]CC)=[O:19])[CH:10]=1.[OH-].[Na+].Cl.